This data is from Full USPTO retrosynthesis dataset with 1.9M reactions from patents (1976-2016). The task is: Predict the reactants needed to synthesize the given product. The reactants are: [F:1][C:2]1[CH:3]=[C:4]([CH:6]=[CH:7][C:8]=1[O:9][C:10]1[C:11]2[N:18]([CH3:19])[CH:17]=[CH:16][C:12]=2[N:13]=[CH:14][N:15]=1)[NH2:5].C(N(CC)CC)C.[F:27][C:28]([F:39])([F:38])[C:29]1[CH:30]=[C:31]([N:35]=[C:36]=[O:37])[CH:32]=[CH:33][CH:34]=1. Given the product [F:1][C:2]1[CH:3]=[C:4]([NH:5][C:36]([NH:35][C:31]2[CH:32]=[CH:33][CH:34]=[C:29]([C:28]([F:27])([F:38])[F:39])[CH:30]=2)=[O:37])[CH:6]=[CH:7][C:8]=1[O:9][C:10]1[C:11]2[N:18]([CH3:19])[CH:17]=[CH:16][C:12]=2[N:13]=[CH:14][N:15]=1, predict the reactants needed to synthesize it.